This data is from M1 muscarinic receptor antagonist screen with 61,756 compounds. The task is: Binary Classification. Given a drug SMILES string, predict its activity (active/inactive) in a high-throughput screening assay against a specified biological target. (1) The compound is Clc1c(C(/O)=C2/C(=O)N(C(=O)N(C2=O)C)C)cccc1. The result is 0 (inactive). (2) The result is 0 (inactive). The drug is O=c1n(CCCC(=O)NCc2occc2)c(=O)c2c(n1Cc1ccccc1)cccc2. (3) The molecule is O=C1N(CCCC(=O)Nc2ncccc2)C(=O)c2c1cccc2. The result is 0 (inactive). (4) The compound is O1c2cc(Cn3c4nc5c(nc4c(c3N)C(=O)NC(CC)C)cccc5)ccc2OC1. The result is 0 (inactive). (5) The compound is S(CC(=O)N(CC)CC)c1[nH]c2c(c(=O)n1)cccc2. The result is 0 (inactive).